Dataset: Forward reaction prediction with 1.9M reactions from USPTO patents (1976-2016). Task: Predict the product of the given reaction. (1) The product is: [CH3:31][C:32]1[CH:37]=[CH:36][C:35]([CH3:38])=[CH:34][C:33]=1[C:7]1[C:12]2[O:13][CH:14]([CH2:17][O:18][S:19]([C:22]3[CH:23]=[CH:24][C:25]([CH3:28])=[CH:26][CH:27]=3)(=[O:21])=[O:20])[CH2:15][O:16][C:11]=2[CH:10]=[CH:9][CH:8]=1. Given the reactants FC(F)(F)S(O[C:7]1[C:12]2[O:13][CH:14]([CH2:17][O:18][S:19]([C:22]3[CH:27]=[CH:26][C:25]([CH3:28])=[CH:24][CH:23]=3)(=[O:21])=[O:20])[CH2:15][O:16][C:11]=2[CH:10]=[CH:9][CH:8]=1)(=O)=O.[CH3:31][C:32]1[CH:37]=[CH:36][C:35]([CH3:38])=[CH:34][C:33]=1B(O)O, predict the reaction product. (2) Given the reactants [F:1][C:2]([F:42])([F:41])[C:3]1[CH:4]=[C:5]([CH:34]=[C:35]([C:37]([F:40])([F:39])[F:38])[CH:36]=1)[CH2:6][N:7]1[C:11]([C:12]2[CH:17]=[CH:16][N:15]=[CH:14][CH:13]=2)=[C:10]([C:18]([C:20]2[C:21]([CH2:32]O)=[N:22][O:23][C:24]=2[C:25]2[CH:30]=[CH:29][CH:28]=[CH:27][C:26]=2[Cl:31])=[O:19])[N:9]=[N:8]1.C1(P([N:57]=[N+]=[N-])(C2C=CC=CC=2)=O)C=CC=CC=1.N12CCCN=C1CCCCC2.C1(P(C2C=CC=CC=2)C2C=CC=CC=2)C=CC=CC=1, predict the reaction product. The product is: [NH2:57][CH2:32][C:21]1[C:20]([C:18]([C:10]2[N:9]=[N:8][N:7]([CH2:6][C:5]3[CH:4]=[C:3]([C:2]([F:1])([F:41])[F:42])[CH:36]=[C:35]([C:37]([F:39])([F:38])[F:40])[CH:34]=3)[C:11]=2[C:12]2[CH:17]=[CH:16][N:15]=[CH:14][CH:13]=2)=[O:19])=[C:24]([C:25]2[CH:30]=[CH:29][CH:28]=[CH:27][C:26]=2[Cl:31])[O:23][N:22]=1. (3) Given the reactants Cl[C:2]1[CH:3]=[C:4]2[N:11]([CH3:12])[C:10]([CH3:14])([CH3:13])[CH2:9][N:5]2[C:6](=[O:8])[N:7]=1.[Cl:15][C:16]1[CH:17]=[C:18]([CH2:22][OH:23])[CH:19]=[CH:20][CH:21]=1, predict the reaction product. The product is: [Cl:15][C:16]1[CH:17]=[C:18]([CH:19]=[CH:20][CH:21]=1)[CH2:22][O:23][C:2]1[CH:3]=[C:4]2[N:11]([CH3:12])[C:10]([CH3:14])([CH3:13])[CH2:9][N:5]2[C:6](=[O:8])[N:7]=1. (4) Given the reactants [CH2:1]([O:8][C:9]1[CH:10]=[C:11]([CH:34]=[CH:35][CH:36]=1)[CH2:12][O:13][C:14]1[C:19]2[CH:20]=[C:21]([C:23]3[N:24]=[C:25]4[N:29]([CH:30]=3)[N:28]=[C:27](Br)[S:26]4)[O:22][C:18]=2[CH:17]=[C:16]([CH2:32][CH3:33])[CH:15]=1)[C:2]1[CH:7]=[CH:6][CH:5]=[CH:4][CH:3]=1.C[O-].[Na+].Cl.[C:41]([O-])(O)=[O:42].[Na+], predict the reaction product. The product is: [CH2:1]([O:8][C:9]1[CH:10]=[C:11]([CH:34]=[CH:35][CH:36]=1)[CH2:12][O:13][C:14]1[C:19]2[CH:20]=[C:21]([C:23]3[N:24]=[C:25]4[N:29]([CH:30]=3)[N:28]=[C:27]([O:42][CH3:41])[S:26]4)[O:22][C:18]=2[CH:17]=[C:16]([CH2:32][CH3:33])[CH:15]=1)[C:2]1[CH:7]=[CH:6][CH:5]=[CH:4][CH:3]=1. (5) Given the reactants [NH2:1][C:2]1[C:7]([Cl:8])=[C:6]([Cl:9])[N:5]=[C:4](Cl)[N:3]=1.[NH2:11][C:12]1[CH:19]=[CH:18][C:15]([C:16]#[N:17])=[CH:14][CH:13]=1.CN1CCCC1=O.Cl, predict the reaction product. The product is: [NH2:1][C:2]1[C:7]([Cl:8])=[C:6]([Cl:9])[N:5]=[C:4]([NH:11][C:12]2[CH:19]=[CH:18][C:15]([C:16]#[N:17])=[CH:14][CH:13]=2)[N:3]=1. (6) Given the reactants [F:1][C:2]1[CH:3]=[C:4]([C:12]2[O:16][N:15]=[C:14]([C:17]([OH:19])=O)[N:13]=2)[CH:5]=[CH:6][C:7]=1[S:8]([CH3:11])(=[O:10])=[O:9].[C:20]([O:24][C:25]([N:27]1[CH2:32][CH2:31][CH:30]([NH:33][CH:34]2[CH2:36][CH2:35]2)[CH2:29][CH2:28]1)=[O:26])([CH3:23])([CH3:22])[CH3:21], predict the reaction product. The product is: [C:20]([O:24][C:25]([N:27]1[CH2:32][CH2:31][CH:30]([N:33]([CH:34]2[CH2:35][CH2:36]2)[C:17]([C:14]2[N:13]=[C:12]([C:4]3[CH:5]=[CH:6][C:7]([S:8]([CH3:11])(=[O:9])=[O:10])=[C:2]([F:1])[CH:3]=3)[O:16][N:15]=2)=[O:19])[CH2:29][CH2:28]1)=[O:26])([CH3:23])([CH3:21])[CH3:22].